From a dataset of NCI-60 drug combinations with 297,098 pairs across 59 cell lines. Regression. Given two drug SMILES strings and cell line genomic features, predict the synergy score measuring deviation from expected non-interaction effect. (1) Drug 1: CC12CCC3C(C1CCC2=O)CC(=C)C4=CC(=O)C=CC34C. Drug 2: CCC(=C(C1=CC=CC=C1)C2=CC=C(C=C2)OCCN(C)C)C3=CC=CC=C3.C(C(=O)O)C(CC(=O)O)(C(=O)O)O. Cell line: LOX IMVI. Synergy scores: CSS=15.4, Synergy_ZIP=-6.15, Synergy_Bliss=-9.07, Synergy_Loewe=-7.98, Synergy_HSA=-6.66. (2) Drug 1: CNC(=O)C1=NC=CC(=C1)OC2=CC=C(C=C2)NC(=O)NC3=CC(=C(C=C3)Cl)C(F)(F)F. Drug 2: C(CCl)NC(=O)N(CCCl)N=O. Cell line: BT-549. Synergy scores: CSS=-1.17, Synergy_ZIP=-0.166, Synergy_Bliss=-2.13, Synergy_Loewe=-5.20, Synergy_HSA=-3.82. (3) Drug 1: CC(C)(C#N)C1=CC(=CC(=C1)CN2C=NC=N2)C(C)(C)C#N. Drug 2: C1=NC(=NC(=O)N1C2C(C(C(O2)CO)O)O)N. Cell line: HT29. Synergy scores: CSS=17.9, Synergy_ZIP=14.1, Synergy_Bliss=14.5, Synergy_Loewe=2.96, Synergy_HSA=4.81. (4) Drug 1: C1=CC(=CC=C1CCC2=CNC3=C2C(=O)NC(=N3)N)C(=O)NC(CCC(=O)O)C(=O)O. Drug 2: CC=C1C(=O)NC(C(=O)OC2CC(=O)NC(C(=O)NC(CSSCCC=C2)C(=O)N1)C(C)C)C(C)C. Cell line: TK-10. Synergy scores: CSS=52.7, Synergy_ZIP=-2.34, Synergy_Bliss=-1.79, Synergy_Loewe=0.492, Synergy_HSA=3.01. (5) Drug 1: C1=CC(=CC=C1CCC2=CNC3=C2C(=O)NC(=N3)N)C(=O)NC(CCC(=O)O)C(=O)O. Drug 2: C1=NC2=C(N1)C(=S)N=CN2. Cell line: OVCAR-5. Synergy scores: CSS=12.6, Synergy_ZIP=-9.33, Synergy_Bliss=-11.5, Synergy_Loewe=-11.1, Synergy_HSA=-9.18. (6) Drug 1: CC1CC2C3CCC4=CC(=O)C=CC4(C3(C(CC2(C1(C(=O)CO)O)C)O)F)C. Drug 2: CCC1=C2N=C(C=C(N2N=C1)NCC3=C[N+](=CC=C3)[O-])N4CCCCC4CCO. Cell line: SW-620. Synergy scores: CSS=48.1, Synergy_ZIP=4.64, Synergy_Bliss=4.86, Synergy_Loewe=-33.9, Synergy_HSA=3.17. (7) Drug 1: C(CC(=O)O)C(=O)CN.Cl. Drug 2: C1=CN(C=N1)CC(O)(P(=O)(O)O)P(=O)(O)O. Cell line: SK-MEL-2. Synergy scores: CSS=13.4, Synergy_ZIP=-3.84, Synergy_Bliss=2.61, Synergy_Loewe=-6.81, Synergy_HSA=-5.77. (8) Drug 1: CN1C2=C(C=C(C=C2)N(CCCl)CCCl)N=C1CCCC(=O)O.Cl. Drug 2: CS(=O)(=O)OCCCCOS(=O)(=O)C. Cell line: IGROV1. Synergy scores: CSS=0.469, Synergy_ZIP=-0.225, Synergy_Bliss=0.237, Synergy_Loewe=-2.38, Synergy_HSA=-0.799. (9) Drug 2: CCCCC(=O)OCC(=O)C1(CC(C2=C(C1)C(=C3C(=C2O)C(=O)C4=C(C3=O)C=CC=C4OC)O)OC5CC(C(C(O5)C)O)NC(=O)C(F)(F)F)O. Drug 1: CC1=C(C=C(C=C1)NC(=O)C2=CC=C(C=C2)CN3CCN(CC3)C)NC4=NC=CC(=N4)C5=CN=CC=C5. Cell line: NCIH23. Synergy scores: CSS=22.5, Synergy_ZIP=-1.44, Synergy_Bliss=-0.812, Synergy_Loewe=-22.5, Synergy_HSA=-1.04.